This data is from Forward reaction prediction with 1.9M reactions from USPTO patents (1976-2016). The task is: Predict the product of the given reaction. (1) Given the reactants Cl[C:2]1[CH:11]=[CH:10][N:9]=[C:8]2[C:3]=1[CH:4]=[CH:5][C:6]([C:12]([F:15])([F:14])[F:13])=[N:7]2.[F:16][C:17]1[C:22]([C:23]2[CH:28]=[CH:27][N:26]=[CH:25][CH:24]=2)=[C:21]([F:29])[CH:20]=[CH:19][C:18]=1B(O)O, predict the reaction product. The product is: [F:29][C:21]1[C:22]([C:23]2[CH:24]=[CH:25][N:26]=[CH:27][CH:28]=2)=[C:17]([F:16])[CH:18]=[CH:19][C:20]=1[C:2]1[CH:11]=[CH:10][N:9]=[C:8]2[C:3]=1[CH:4]=[CH:5][C:6]([C:12]([F:15])([F:14])[F:13])=[N:7]2. (2) The product is: [CH2:23]([O:22][C:20]([C:17]1[C:16]([C:31]2[CH:30]=[CH:29][N:28]=[C:27]([F:26])[CH:32]=2)=[N:15][C:14]([N:11]2[CH2:12][CH2:13][N:8]([C:6]([O:5][C:1]([CH3:4])([CH3:3])[CH3:2])=[O:7])[CH2:9][CH2:10]2)=[CH:19][CH:18]=1)=[O:21])[CH3:24]. Given the reactants [C:1]([O:5][C:6]([N:8]1[CH2:13][CH2:12][N:11]([C:14]2[CH:19]=[CH:18][C:17]([C:20]([O:22][CH2:23][CH3:24])=[O:21])=[C:16](Cl)[N:15]=2)[CH2:10][CH2:9]1)=[O:7])([CH3:4])([CH3:3])[CH3:2].[F:26][C:27]1[CH:32]=[C:31](B(O)O)[CH:30]=[CH:29][N:28]=1.C([O-])([O-])=O.[Na+].[Na+], predict the reaction product. (3) Given the reactants [OH:1][C:2]1[CH:24]=[CH:23][C:5]2[N:6]=[C:7]([C:9]3[S:13][C:12]([C:14]([N:16]4[CH2:21][CH2:20][N:19]([CH3:22])[CH2:18][CH2:17]4)=[O:15])=[CH:11][CH:10]=3)[S:8][C:4]=2[CH:3]=1.C1N2CN3CN(C2)CN1C3.FC(F)(F)[C:37](O)=[O:38].C([O-])(O)=O.[Na+], predict the reaction product. The product is: [OH:1][C:2]1[CH:24]=[CH:23][C:5]2[N:6]=[C:7]([C:9]3[S:13][C:12]([C:14]([N:16]4[CH2:17][CH2:18][N:19]([CH3:22])[CH2:20][CH2:21]4)=[O:15])=[CH:11][CH:10]=3)[S:8][C:4]=2[C:3]=1[CH:37]=[O:38]. (4) Given the reactants Cl[C:2]1[N:7]=[CH:6][C:5]([B:8]([OH:10])[OH:9])=[CH:4][N:3]=1.[NH:11]1[CH2:16][CH2:15][CH:14]([C:17]([O:19][CH2:20][CH3:21])=[O:18])[CH2:13][CH2:12]1, predict the reaction product. The product is: [CH2:20]([O:19][C:17]([CH:14]1[CH2:15][CH2:16][N:11]([C:2]2[N:7]=[CH:6][C:5]([B:8]([OH:10])[OH:9])=[CH:4][N:3]=2)[CH2:12][CH2:13]1)=[O:18])[CH3:21]. (5) Given the reactants [C:1]([C:3]1[CH:8]=[CH:7][C:6]([CH:9]2[C:14]([C:15]([O:17][CH2:18][CH3:19])=[O:16])=[C:13]([CH3:20])[N:12]([C:21]3[CH:26]=[CH:25][CH:24]=[C:23]([C:27]([F:30])([F:29])[F:28])[CH:22]=3)[C:11](=[S:31])[NH:10]2)=[CH:5][CH:4]=1)#[N:2].I[CH2:33][CH2:34][CH2:35][CH3:36].C(=O)([O-])[O-].[K+].[K+], predict the reaction product. The product is: [C:1]([C:3]1[CH:4]=[CH:5][C:6]([CH:9]2[C:14]([C:15]([O:17][CH2:18][CH3:19])=[O:16])=[C:13]([CH3:20])[N:12]([C:21]3[CH:26]=[CH:25][CH:24]=[C:23]([C:27]([F:30])([F:29])[F:28])[CH:22]=3)[C:11]([S:31][CH2:33][CH2:34][CH2:35][CH3:36])=[N:10]2)=[CH:7][CH:8]=1)#[N:2]. (6) Given the reactants C([O:8][C:9]1[C:14](=[O:15])[CH:13]=[CH:12][N:11]([CH3:16])[C:10]=1[CH:17](OS(C)(=O)=O)[C:18]([F:21])([F:20])[F:19])C1C=CC=CC=1.[H][H], predict the reaction product. The product is: [OH:8][C:9]1[C:14](=[O:15])[CH:13]=[CH:12][N:11]([CH3:16])[C:10]=1[CH2:17][C:18]([F:21])([F:19])[F:20]. (7) Given the reactants [NH:1]1[C:5]2[CH:6]=[CH:7][CH:8]=[CH:9][C:4]=2[N:3]=[C:2]1[C:10]([C:12]1[CH:17]=[CH:16][C:15]([O:18][C:19]2[C:24](Cl)=[N:23][CH:22]=[CH:21][N:20]=2)=[CH:14][CH:13]=1)=[O:11].[C:26]([O-:29])(=[O:28])C.[Na+].[CH2:31](O)[CH3:32], predict the reaction product. The product is: [NH:1]1[C:5]2[CH:6]=[CH:7][CH:8]=[CH:9][C:4]=2[N:3]=[C:2]1[C:10]([C:12]1[CH:17]=[CH:16][C:15]([O:18][C:19]2[C:24]([C:26]([O:29][CH2:31][CH3:32])=[O:28])=[N:23][CH:22]=[CH:21][N:20]=2)=[CH:14][CH:13]=1)=[O:11].